This data is from Peptide-MHC class I binding affinity with 185,985 pairs from IEDB/IMGT. The task is: Regression. Given a peptide amino acid sequence and an MHC pseudo amino acid sequence, predict their binding affinity value. This is MHC class I binding data. (1) The peptide sequence is LSAAVFGL. The MHC is H-2-Kb with pseudo-sequence H-2-Kb. The binding affinity (normalized) is 0.291. (2) The peptide sequence is ILLLDQVLV. The MHC is HLA-A02:01 with pseudo-sequence HLA-A02:01. The binding affinity (normalized) is 0.927. (3) The peptide sequence is MVIENGILK. The MHC is HLA-A68:01 with pseudo-sequence HLA-A68:01. The binding affinity (normalized) is 0.828. (4) The peptide sequence is FLQSPPIRE. The MHC is HLA-A02:01 with pseudo-sequence HLA-A02:01. The binding affinity (normalized) is 0.0253. (5) The binding affinity (normalized) is 0.0939. The MHC is HLA-A02:03 with pseudo-sequence HLA-A02:03. The peptide sequence is EIDVLPFDI. (6) The peptide sequence is SQEDNHFSL. The MHC is HLA-A30:01 with pseudo-sequence HLA-A30:01. The binding affinity (normalized) is 0.0847. (7) The peptide sequence is SEINNLNLT. The MHC is HLA-B48:01 with pseudo-sequence HLA-B48:01. The binding affinity (normalized) is 0.0847.